Dataset: Peptide-MHC class II binding affinity with 134,281 pairs from IEDB. Task: Regression. Given a peptide amino acid sequence and an MHC pseudo amino acid sequence, predict their binding affinity value. This is MHC class II binding data. (1) The binding affinity (normalized) is 0.430. The MHC is DRB4_0101 with pseudo-sequence DRB4_0103. The peptide sequence is NDKFTVFEGAFNKAI. (2) The binding affinity (normalized) is 0.203. The MHC is H-2-IAd with pseudo-sequence H-2-IAd. The peptide sequence is TFRGRVLDMFRTAFG. (3) The peptide sequence is PAVLQSSGLYSLSSVVTVPSSSLGTQ. The MHC is DRB1_1501 with pseudo-sequence DRB1_1501. The binding affinity (normalized) is 0.237. (4) The peptide sequence is KNWMTETLLVQNANPDCKTI. The MHC is DRB3_0202 with pseudo-sequence DRB3_0202. The binding affinity (normalized) is 0.490. (5) The peptide sequence is HKGIVIKSKKKGSTP. The MHC is DRB1_0405 with pseudo-sequence DRB1_0405. The binding affinity (normalized) is 0.373. (6) The peptide sequence is DVKFPGGGQIVGGVYLLPRR. The MHC is HLA-DQA10102-DQB10602 with pseudo-sequence HLA-DQA10102-DQB10602. The binding affinity (normalized) is 0.380. (7) The MHC is DRB1_1501 with pseudo-sequence DRB1_1501. The peptide sequence is IDRLITGRLQSLQTY. The binding affinity (normalized) is 0.561. (8) The peptide sequence is SCWAFSGVAATESAY. The MHC is HLA-DQA10301-DQB10302 with pseudo-sequence HLA-DQA10301-DQB10302. The binding affinity (normalized) is 0.620.